From a dataset of Forward reaction prediction with 1.9M reactions from USPTO patents (1976-2016). Predict the product of the given reaction. (1) The product is: [C:1]([N:18]1[C:24]([C:25]([OH:27])=[O:26])=[CH:23][S:20][CH:19]1[NH2:21])([O:3][CH2:4][CH:5]1[C:6]2[C:11](=[CH:10][CH:9]=[CH:8][CH:7]=2)[C:12]2[C:17]1=[CH:16][CH:15]=[CH:14][CH:13]=2)=[O:2]. Given the reactants [C:1]([NH:18][C:19]([NH2:21])=[S:20])([O:3][CH2:4][CH:5]1[C:17]2[C:12](=[CH:13][CH:14]=[CH:15][CH:16]=2)[C:11]2[C:6]1=[CH:7][CH:8]=[CH:9][CH:10]=2)=[O:2].Br[CH2:23][C:24](=O)[C:25]([OH:27])=[O:26], predict the reaction product. (2) Given the reactants [N@:1]1([C:8]([O:10][CH2:11][C:12]2[CH:17]=[CH:16][CH:15]=[CH:14][CH:13]=2)=[O:9])[CH2:3][CH:2]1[C:4]([O:6][CH3:7])=[O:5].[C:18]1([CH:24]([OH:26])[CH3:25])[CH:23]=[CH:22][CH:21]=[CH:20][CH:19]=1.B(F)(F)F.CCOCC, predict the reaction product. The product is: [CH3:7][O:6][C:4](=[O:5])[CH:2]([NH:1][C:8]([O:10][CH2:11][C:12]1[CH:13]=[CH:14][CH:15]=[CH:16][CH:17]=1)=[O:9])[CH2:3][O:26][CH:24]([C:18]1[CH:23]=[CH:22][CH:21]=[CH:20][CH:19]=1)[CH3:25]. (3) Given the reactants [H-].[Na+].[N:3]1[CH:8]=[CH:7][CH:6]=[N:5][C:4]=1[NH:9][CH2:10][CH2:11][OH:12].F[C:14]1[CH:21]=[CH:20][C:17]([CH:18]=[O:19])=[CH:16][CH:15]=1.O, predict the reaction product. The product is: [N:3]1[CH:8]=[CH:7][CH:6]=[N:5][C:4]=1[NH:9][CH2:10][CH2:11][O:12][C:14]1[CH:21]=[CH:20][C:17]([CH:18]=[O:19])=[CH:16][CH:15]=1. (4) Given the reactants [Br:1][C:2]1[S:3][C:4]([C:8]([O:10]CC)=O)=[C:5]([CH3:7])[N:6]=1.[NH3:13], predict the reaction product. The product is: [Br:1][C:2]1[S:3][C:4]([C:8]([NH2:13])=[O:10])=[C:5]([CH3:7])[N:6]=1.